Task: Predict the reactants needed to synthesize the given product.. Dataset: Full USPTO retrosynthesis dataset with 1.9M reactions from patents (1976-2016) (1) The reactants are: C(OC(=O)[NH:7][C@H:8]([CH3:17])[C:9]([N:11]1[CH2:15][CH2:14][C@H:13]([F:16])[CH2:12]1)=[O:10])(C)(C)C.[F:19][C:20]([F:25])([F:24])[C:21]([OH:23])=[O:22]. Given the product [F:19][C:20]([F:25])([F:24])[C:21]([OH:23])=[O:22].[NH2:7][C@H:8]([CH3:17])[C:9]([N:11]1[CH2:15][CH2:14][C@H:13]([F:16])[CH2:12]1)=[O:10], predict the reactants needed to synthesize it. (2) Given the product [Cl:1][C:2]1[C:3]([CH:12]=[N:15][OH:16])=[N:4][CH:5]=[C:6]([C:8]([F:11])([F:10])[F:9])[CH:7]=1, predict the reactants needed to synthesize it. The reactants are: [Cl:1][C:2]1[C:3]([CH:12]=O)=[N:4][CH:5]=[C:6]([C:8]([F:11])([F:10])[F:9])[CH:7]=1.Cl.[NH2:15][OH:16].N1C=CC=CC=1. (3) Given the product [CH:1]1([CH2:6][C@H:7]([C:11]2[CH:16]=[CH:15][CH:14]=[C:13]([C:17]([F:20])([F:19])[F:18])[CH:12]=2)[C:8]([Cl:24])=[O:9])[CH2:5][CH2:4][CH2:3][CH2:2]1, predict the reactants needed to synthesize it. The reactants are: [CH:1]1([CH2:6][C@H:7]([C:11]2[CH:16]=[CH:15][CH:14]=[C:13]([C:17]([F:20])([F:19])[F:18])[CH:12]=2)[C:8](O)=[O:9])[CH2:5][CH2:4][CH2:3][CH2:2]1.C(Cl)(=O)C([Cl:24])=O. (4) Given the product [CH3:59][C:65]1([CH3:66])[C:38]2[CH:39]=[C:40]([C:19]3[CH:20]=[CH:21][C:16]([N:12]([C:13]4[CH:14]=[CH:15][CH:2]=[CH:3][CH:4]=4)[C:11]4[CH:10]=[CH:9][CH:8]=[CH:7][CH:6]=4)=[CH:17][CH:18]=3)[CH:41]=[CH:42][C:37]=2[N:36]([C:46]2[CH:51]=[CH:50][CH:49]=[CH:48][CH:47]=2)[C:30]2[C:35]1=[CH:34][C:33]([C:52]1[CH:53]=[CH:54][CH:55]=[CH:56][CH:57]=1)=[CH:32][CH:31]=2, predict the reactants needed to synthesize it. The reactants are: Br[C:2]1[CH:15]=[CH:14][C:13]2[N:12]([C:16]3[CH:21]=[CH:20][CH:19]=[CH:18][CH:17]=3)[C:11]3[C:6](=[CH:7][C:8](C4C=CC=CC=4)=[CH:9][CH:10]=3)C(C)(C)[C:4]=2[CH:3]=1.[C:30]1([N:36]([C:46]2[CH:51]=[CH:50][CH:49]=[CH:48][CH:47]=2)[C:37]2[CH:42]=[CH:41][C:40](B(O)O)=[CH:39][CH:38]=2)[CH:35]=[CH:34][CH:33]=[CH:32][CH:31]=1.[C:52]1(C)[CH:57]=[CH:56][CH:55]=[CH:54][CH:53]=1.[C:59](=O)([O-])[O-].[K+].[K+].[CH2:65](O)[CH3:66]. (5) Given the product [C:41]([O:40][C:39]([N:38]([CH3:37])[CH2:46][CH2:47][N:29]1[CH2:30][CH2:31][CH2:32][CH:28]1[CH2:27][O:26][C@H:16]1[CH2:15][N:14]2[C:13]3[CH:12]=[C:11]([C:33]([O:35][CH3:36])=[O:34])[CH:10]=[CH:9][C:8]=3[C:7]([CH:1]3[CH2:2][CH2:3][CH2:4][CH2:5][CH2:6]3)=[C:21]2[C:20]2[CH:22]=[CH:23][CH:24]=[CH:25][C:19]=2[O:18][CH2:17]1)=[O:45])([CH3:44])([CH3:43])[CH3:42], predict the reactants needed to synthesize it. The reactants are: [CH:1]1([C:7]2[C:8]3[CH:9]=[CH:10][C:11]([C:33]([O:35][CH3:36])=[O:34])=[CH:12][C:13]=3[N:14]3[C:21]=2[C:20]2[CH:22]=[CH:23][CH:24]=[CH:25][C:19]=2[O:18][CH2:17][C@@H:16]([O:26][CH2:27][CH:28]2[CH2:32][CH2:31][CH2:30][NH:29]2)[CH2:15]3)[CH2:6][CH2:5][CH2:4][CH2:3][CH2:2]1.[CH3:37][N:38]([CH2:46][CH:47]=O)[C:39](=[O:45])[O:40][C:41]([CH3:44])([CH3:43])[CH3:42].[BH3-]C#N.[Na+]. (6) Given the product [CH3:29][C:28]1[CH:27]=[CH:26][N:25]=[CH:24][C:23]=1[N:12]1[C:13]2[C:9](=[CH:8][C:7]([C:5]3[CH:4]=[N:3][CH:2]=[N:1][CH:6]=3)=[CH:15][CH:14]=2)[CH:10]=[CH:11]1, predict the reactants needed to synthesize it. The reactants are: [N:1]1[CH:6]=[C:5]([C:7]2[CH:8]=[C:9]3[C:13](=[CH:14][CH:15]=2)[NH:12][CH:11]=[CH:10]3)[CH:4]=[N:3][CH:2]=1.C(=O)([O-])[O-].[K+].[K+].Br[C:23]1[CH:24]=[N:25][CH:26]=[CH:27][C:28]=1[CH3:29].